Predict the reactants needed to synthesize the given product. From a dataset of Full USPTO retrosynthesis dataset with 1.9M reactions from patents (1976-2016). (1) Given the product [CH3:18][O:17][C:12]1[CH:11]=[C:10]2[C:15](=[CH:14][C:13]=1[O:16][CH2:2][CH2:3][O:4][CH3:5])[N:7]([CH3:6])[CH:8]=[C:9]2[C:19]1[N:27]([S:28]([C:31]2[CH:32]=[CH:33][C:34]([CH3:37])=[CH:35][CH:36]=2)(=[O:30])=[O:29])[C:22]2=[N:23][CH:24]=[CH:25][CH:26]=[C:21]2[CH:20]=1.[CH3:18][O:17][C:12]1[CH:11]=[C:10]2[C:15](=[CH:14][C:13]=1[O:16][CH2:2][CH2:3][O:4][CH3:5])[N:7]([CH3:6])[CH:8]=[C:9]2[C:19]1[NH:27][C:22]2=[N:23][CH:24]=[CH:25][CH:26]=[C:21]2[CH:20]=1, predict the reactants needed to synthesize it. The reactants are: Br[CH2:2][CH2:3][O:4][CH3:5].[CH3:6][N:7]1[C:15]2[C:10](=[CH:11][C:12]([O:17][CH3:18])=[C:13]([OH:16])[CH:14]=2)[C:9]([C:19]2[N:27]([S:28]([C:31]3[CH:36]=[CH:35][C:34]([CH3:37])=[CH:33][CH:32]=3)(=[O:30])=[O:29])[C:22]3=[N:23][CH:24]=[CH:25][CH:26]=[C:21]3[CH:20]=2)=[CH:8]1. (2) Given the product [CH:25]([C:3]1[C:4]([N:8]([CH2:16][C:17]2[CH:22]=[CH:21][C:20]([O:23][CH3:24])=[CH:19][CH:18]=2)[CH2:9][CH2:10][CH2:11][C:12]([O:14][CH3:15])=[O:13])=[N:5][CH:6]=[N:7][C:2]=1[NH:31][C:30]1[CH:32]=[CH:33][C:34]([O:35][C:36]2[CH:37]=[N:38][C:39]([CH3:42])=[CH:40][CH:41]=2)=[C:28]([CH3:27])[CH:29]=1)=[O:26], predict the reactants needed to synthesize it. The reactants are: Cl[C:2]1[N:7]=[CH:6][N:5]=[C:4]([N:8]([CH2:16][C:17]2[CH:22]=[CH:21][C:20]([O:23][CH3:24])=[CH:19][CH:18]=2)[CH2:9][CH2:10][CH2:11][C:12]([O:14][CH3:15])=[O:13])[C:3]=1[CH:25]=[O:26].[CH3:27][C:28]1[CH:29]=[C:30]([CH:32]=[CH:33][C:34]=1[O:35][C:36]1[CH:37]=[N:38][C:39]([CH3:42])=[CH:40][CH:41]=1)[NH2:31].C(=O)([O-])[O-].[K+].[K+].O. (3) Given the product [C:13]1([C:8]2[C:7]3[C:11](=[CH:12][C:4]([NH2:1])=[CH:5][CH:6]=3)[NH:10][CH:9]=2)[CH:14]=[CH:15][CH:16]=[CH:17][CH:18]=1, predict the reactants needed to synthesize it. The reactants are: [N+:1]([C:4]1[CH:12]=[C:11]2[C:7]([C:8]([C:13]3[CH:18]=[CH:17][CH:16]=[CH:15][CH:14]=3)=[CH:9][NH:10]2)=[CH:6][CH:5]=1)([O-])=O.[Cl-].[NH4+].C(O)C.O. (4) The reactants are: [C:1]([NH2:4])(=[O:3])[CH3:2].C[Si]([N-][Si](C)(C)C)(C)C.[Li+].[I:15][C:16]1[C:24]2[C:19](=[CH:20][CH:21]=[C:22]([C:25]3[N:29]=[C:28](C(Cl)(Cl)Cl)[O:27][N:26]=3)[CH:23]=2)[N:18]([S:34]([C:37]2[CH:43]=[CH:42][C:40]([CH3:41])=[CH:39][CH:38]=2)(=[O:36])=[O:35])[CH:17]=1. Given the product [I:15][C:16]1[C:24]2[C:19](=[CH:20][CH:21]=[C:22]([C:25]3[N:29]=[C:28]([NH:4][C:1](=[O:3])[CH3:2])[O:27][N:26]=3)[CH:23]=2)[N:18]([S:34]([C:37]2[CH:43]=[CH:42][C:40]([CH3:41])=[CH:39][CH:38]=2)(=[O:35])=[O:36])[CH:17]=1, predict the reactants needed to synthesize it. (5) Given the product [OH:9][CH2:8][C:3]1[CH:4]=[N:5][CH:6]=[CH:7][C:2]=1[C:7]1[CH:2]=[C:3]([CH:4]=[CH:23][C:22]=1[O:21][CH3:20])[CH:8]=[O:9], predict the reactants needed to synthesize it. The reactants are: Br[C:2]1[CH:7]=[CH:6][N:5]=[CH:4][C:3]=1[CH:8]=[O:9].P([O-])([O-])([O-])=O.[K+].[K+].[K+].O1[CH2:23][CH2:22][O:21][CH2:20]C1. (6) Given the product [NH2:1][CH2:2][C:3]1[O:7][C:6]([CH2:8][O:9][C:27]2[C:22]([NH:21][S:18]([C:12]3[CH:13]=[CH:14][CH:15]=[C:16]([Cl:17])[C:11]=3[Cl:10])(=[O:20])=[O:19])=[N:23][CH:24]=[CH:25][N:26]=2)=[CH:5][CH:4]=1, predict the reactants needed to synthesize it. The reactants are: [NH2:1][CH2:2][C:3]1[O:7][C:6]([CH2:8][OH:9])=[CH:5][CH:4]=1.[Cl:10][C:11]1[C:16]([Cl:17])=[CH:15][CH:14]=[CH:13][C:12]=1[S:18]([NH:21][C:22]1[C:27](Cl)=[N:26][CH:25]=[CH:24][N:23]=1)(=[O:20])=[O:19]. (7) Given the product [F:8][C:7]1[C:2]([C:32]2[CH:31]=[N:30][CH:35]=[CH:34][CH:33]=2)=[CH:3][C:4]([O:28][CH3:29])=[C:5]([C:9]2[C:18]3[C:13](=[CH:14][C:15]([S:19]([NH:22][C:23]4[S:24][CH:25]=[N:26][N:27]=4)(=[O:20])=[O:21])=[CH:16][CH:17]=3)[CH:12]=[CH:11][N:10]=2)[CH:6]=1, predict the reactants needed to synthesize it. The reactants are: Cl[C:2]1[C:7]([F:8])=[CH:6][C:5]([C:9]2[C:18]3[C:13](=[CH:14][C:15]([S:19]([NH:22][C:23]4[S:24][CH:25]=[N:26][N:27]=4)(=[O:21])=[O:20])=[CH:16][CH:17]=3)[CH:12]=[CH:11][N:10]=2)=[C:4]([O:28][CH3:29])[CH:3]=1.[N:30]1[CH:35]=[CH:34][CH:33]=[C:32](B(O)O)[CH:31]=1.P([O-])([O-])([O-])=O.[K+].[K+].[K+]. (8) Given the product [C:7]([C:11]([C:14]([O:17][C:18](=[C:20]([F:21])[F:22])[F:19])([F:16])[F:15])([F:13])[F:12])([F:10])([F:9])[F:8], predict the reactants needed to synthesize it. The reactants are: C([O-])([O-])=O.[Na+].[Na+].[C:7]([C:11]([C:14]([O:17][C:18](C(O[C:20]([C:18]([O:17][C:14]([C:11]([C:7]([F:10])([F:9])[F:8])([F:13])[F:12])([F:15])[F:16])(C(F)(F)F)[F:19])([F:22])[F:21])=O)([C:20](F)([F:22])[F:21])[F:19])([F:16])[F:15])([F:13])[F:12])([F:10])([F:9])[F:8]. (9) Given the product [CH3:1][O:2][C:3]1[CH:4]=[C:5]2[C:10](=[CH:11][C:12]=1[O:13][CH3:14])[N:9]=[CH:8][N:7]=[C:6]2[S:15][C:16]1[CH:17]=[C:18]([NH:19][C:35]([NH:34][C:33]2[N:29]([C:23]3[CH:28]=[CH:27][CH:26]=[CH:25][CH:24]=3)[N:30]=[C:31]([C:44]3([C:47]([F:50])([F:48])[F:49])[CH2:46][CH2:45]3)[CH:32]=2)=[O:36])[CH:20]=[CH:21][CH:22]=1, predict the reactants needed to synthesize it. The reactants are: [CH3:1][O:2][C:3]1[CH:4]=[C:5]2[C:10](=[CH:11][C:12]=1[O:13][CH3:14])[N:9]=[CH:8][N:7]=[C:6]2[S:15][C:16]1[CH:17]=[C:18]([CH:20]=[CH:21][CH:22]=1)[NH2:19].[C:23]1([N:29]2[C:33]([NH:34][C:35](=O)[O:36]C3C=CC=CC=3)=[CH:32][C:31]([C:44]3([C:47]([F:50])([F:49])[F:48])[CH2:46][CH2:45]3)=[N:30]2)[CH:28]=[CH:27][CH:26]=[CH:25][CH:24]=1. (10) Given the product [CH3:14][N:15]1[C:6]2[CH:5]=[CH:4][CH:3]=[CH:2][C:1]=2[S:10][C:11]1=[C:23]1[S:22][C:21](=[S:20])[N:25]([CH2:26][CH3:27])[C:24]1=[O:28], predict the reactants needed to synthesize it. The reactants are: [C:1]1(OC)[CH:6]=[CH:5][CH:4]=[CH:3][CH:2]=1.C[S:10][C:11]1SC2C=CC=C[C:14]=2[N:15]=1.[S:20]=[C:21]1[N:25]([CH2:26][CH3:27])[C:24](=[O:28])[CH2:23][S:22]1.C(#N)C.